Task: Predict the reactants needed to synthesize the given product.. Dataset: Full USPTO retrosynthesis dataset with 1.9M reactions from patents (1976-2016) Given the product [CH2:11]([O:10][C:8](=[O:9])[C:7]([F:14])([F:13])[CH2:24][NH:25][CH2:26][CH2:27][CH2:28][C:29]1[CH:34]=[CH:33][CH:32]=[CH:31][CH:30]=1)[CH3:12], predict the reactants needed to synthesize it. The reactants are: Cl[Si](C)(C)C.Br[C:7]([F:14])([F:13])[C:8]([O:10][CH2:11][CH3:12])=[O:9].N1([CH2:24][NH:25][CH2:26][CH2:27][CH2:28][C:29]2[CH:34]=[CH:33][CH:32]=[CH:31][CH:30]=2)C2C=CC=CC=2N=N1.